From a dataset of Peptide-MHC class II binding affinity with 134,281 pairs from IEDB. Regression. Given a peptide amino acid sequence and an MHC pseudo amino acid sequence, predict their binding affinity value. This is MHC class II binding data. (1) The peptide sequence is GAMAKKGDEQKLRSA. The MHC is HLA-DQA10102-DQB10502 with pseudo-sequence HLA-DQA10102-DQB10502. The binding affinity (normalized) is 0. (2) The peptide sequence is NVVKSGIFLSVAAGN. The MHC is HLA-DPA10103-DPB10401 with pseudo-sequence HLA-DPA10103-DPB10401. The binding affinity (normalized) is 0.720.